This data is from Forward reaction prediction with 1.9M reactions from USPTO patents (1976-2016). The task is: Predict the product of the given reaction. (1) Given the reactants [Br:1][C:2]1[CH:7]=[CH:6][C:5](I)=[CH:4][CH:3]=1.[CH:9]1[C:21]2[NH:20][C:19]3[C:14](=[CH:15][CH:16]=[CH:17][CH:18]=3)[C:13]=2[CH:12]=[CH:11][CH:10]=1, predict the reaction product. The product is: [Br:1][C:2]1[CH:7]=[CH:6][C:5]([N:20]2[C:21]3[CH:9]=[CH:10][CH:11]=[CH:12][C:13]=3[C:14]3[C:19]2=[CH:18][CH:17]=[CH:16][CH:15]=3)=[CH:4][CH:3]=1. (2) Given the reactants [NH2:1][C:2]1[N:23]=[C:22](Cl)[CH:21]=[CH:20][C:3]=1[C:4]([NH:6][CH2:7][C:8]1[S:9][C:10]([O:13][C:14]2[CH:19]=[CH:18][CH:17]=[CH:16][CH:15]=2)=[CH:11][CH:12]=1)=[O:5].C1C=CC(CC(NCN[C@H](C(O)=O)CC2C=CC([N+]([O-])=O)=CC=2)=O)=CC=1.[S:51]1[CH:55]=[CH:54][N:53]=[CH:52]1, predict the reaction product. The product is: [NH2:1][C:2]1[N:23]=[C:22]([C:52]2[S:51][CH:55]=[CH:54][N:53]=2)[CH:21]=[CH:20][C:3]=1[C:4]([NH:6][CH2:7][C:8]1[S:9][C:10]([O:13][C:14]2[CH:19]=[CH:18][CH:17]=[CH:16][CH:15]=2)=[CH:11][CH:12]=1)=[O:5]. (3) Given the reactants [Cl:1][C:2]1[CH:7]=[CH:6][CH:5]=[C:4]([Cl:8])[C:3]=1[C:9]1[C:13]([CH2:14][O:15][C:16]2[CH:17]=[C:18]3[C:22](=[CH:23][CH:24]=2)[N:21]([C:25]([N:27]2[CH2:31][CH2:30][C@@H:29]([C:32]([O:34]C)=[O:33])[CH2:28]2)=[O:26])[CH:20]=[CH:19]3)=[C:12]([CH:36]([CH3:38])[CH3:37])[O:11][N:10]=1.[OH-].[Na+], predict the reaction product. The product is: [Cl:8][C:4]1[CH:5]=[CH:6][CH:7]=[C:2]([Cl:1])[C:3]=1[C:9]1[C:13]([CH2:14][O:15][C:16]2[CH:17]=[C:18]3[C:22](=[CH:23][CH:24]=2)[N:21]([C:25]([N:27]2[CH2:31][CH2:30][C@@H:29]([C:32]([OH:34])=[O:33])[CH2:28]2)=[O:26])[CH:20]=[CH:19]3)=[C:12]([CH:36]([CH3:38])[CH3:37])[O:11][N:10]=1. (4) Given the reactants Br[C:2]1[C:10]2[C:9]([NH2:11])=[N:8][CH:7]=[N:6][C:5]=2[N:4]([C@H:12]2[CH2:15][C@@H:14]([CH2:16][N:17]3[CH2:22][CH2:21][S:20](=[O:24])(=[O:23])[CH2:19][CH2:18]3)[CH2:13]2)[CH:3]=1.[CH3:25][C:26]12[O:32][C:29]([CH2:33][O:34][C:35]3[CH:40]=[CH:39][CH:38]=[C:37](B4OC(C)(C)C(C)(C)O4)[CH:36]=3)([CH2:30][CH2:31]1)[CH2:28][CH2:27]2.P([O-])([O-])([O-])=O.[K+].[K+].[K+].C(=O)([O-])[O-].[Na+].[Na+], predict the reaction product. The product is: [O:23]=[S:20]1(=[O:24])[CH2:21][CH2:22][N:17]([CH2:16][C@@H:14]2[CH2:15][C@H:12]([N:4]3[C:5]4[N:6]=[CH:7][N:8]=[C:9]([NH2:11])[C:10]=4[C:2]([C:39]4[CH:38]=[CH:37][CH:36]=[C:35]([O:34][CH2:33][C:29]56[O:32][C:26]([CH3:25])([CH2:31][CH2:30]5)[CH2:27][CH2:28]6)[CH:40]=4)=[CH:3]3)[CH2:13]2)[CH2:18][CH2:19]1. (5) Given the reactants Br[C:2]1[C:10]2[C:9]([NH2:11])=[N:8][CH:7]=[N:6][C:5]=2[N:4]([CH3:12])[CH:3]=1.[F:13][C:14]1[C:22](B2OC(C)(C)C(C)(C)O2)=[CH:21][CH:20]=[C:19]2[C:15]=1[CH2:16][CH2:17][N:18]2[C:32]([O:34][C:35]([CH3:38])([CH3:37])[CH3:36])=[O:33].P([O-])([O-])([O-])=O.[K+].[K+].[K+], predict the reaction product. The product is: [NH2:11][C:9]1[C:10]2[C:2]([C:22]3[C:14]([F:13])=[C:15]4[C:19](=[CH:20][CH:21]=3)[N:18]([C:32]([O:34][C:35]([CH3:37])([CH3:36])[CH3:38])=[O:33])[CH2:17][CH2:16]4)=[CH:3][N:4]([CH3:12])[C:5]=2[N:6]=[CH:7][N:8]=1. (6) Given the reactants [CH2:1]=[C:2]1[CH2:5][NH:4][CH2:3]1.C(=O)(O)[O-].[Na+].[CH2:11]([O:18][C:19](Cl)=[O:20])[C:12]1[CH:17]=[CH:16][CH:15]=[CH:14][CH:13]=1, predict the reaction product. The product is: [CH2:1]=[C:2]1[CH2:5][N:4]([C:19]([O:18][CH2:11][C:12]2[CH:17]=[CH:16][CH:15]=[CH:14][CH:13]=2)=[O:20])[CH2:3]1. (7) Given the reactants [CH3:1][S:2]([NH:5][CH2:6][CH2:7][NH:8]C(=O)C)(=[O:4])=[O:3].[ClH:12], predict the reaction product. The product is: [ClH:12].[CH3:1][S:2]([NH:5][CH2:6][CH2:7][NH2:8])(=[O:4])=[O:3]. (8) Given the reactants ClC1C=CC(C2NC(C3C=CC(OC)=CC=3OCC)=NC2CC(C)C)=CC=1.[Cl:28][C:29]1[CH:34]=[CH:33][C:32]([CH:35]2[N:39]([C:40]([N:42]3[CH2:47][CH2:46][N:45]([CH3:48])[CH2:44][CH2:43]3)=[O:41])[C:38]([C:49]3[CH:54]=[CH:53][C:52]([O:55][CH3:56])=[CH:51][C:50]=3[O:57][CH2:58][CH3:59])=[N:37][CH:36]2[CH2:60][CH:61]2[CH2:65]CC[CH2:62]2)=[CH:31][CH:30]=1, predict the reaction product. The product is: [Cl:28][C:29]1[CH:34]=[CH:33][C:32]([CH:35]2[N:39]([C:40]([N:42]3[CH2:47][CH2:46][N:45]([CH3:48])[CH2:44][CH2:43]3)=[O:41])[C:38]([C:49]3[CH:54]=[CH:53][C:52]([O:55][CH3:56])=[CH:51][C:50]=3[O:57][CH2:58][CH3:59])=[N:37][CH:36]2[CH2:60][CH:61]([CH3:62])[CH3:65])=[CH:31][CH:30]=1. (9) The product is: [C:29]([O:28][C:26]([N:11]1[CH2:17][CH2:16][CH:15]2[CH:13]([O:14]2)[CH2:12]1)=[O:27])([CH3:30])([CH3:31])[CH3:32]. Given the reactants C(OC([N:11]1[CH2:17][CH2:16][CH:15]2[CH:13]([O:14]2)[CH2:12]1)=O)C1C=CC=CC=1.[C:26](O[C:26]([O:28][C:29]([CH3:32])([CH3:31])[CH3:30])=[O:27])([O:28][C:29]([CH3:32])([CH3:31])[CH3:30])=[O:27], predict the reaction product.